From a dataset of NCI-60 drug combinations with 297,098 pairs across 59 cell lines. Regression. Given two drug SMILES strings and cell line genomic features, predict the synergy score measuring deviation from expected non-interaction effect. Drug 1: CC1=CC2C(CCC3(C2CCC3(C(=O)C)OC(=O)C)C)C4(C1=CC(=O)CC4)C. Drug 2: B(C(CC(C)C)NC(=O)C(CC1=CC=CC=C1)NC(=O)C2=NC=CN=C2)(O)O. Cell line: EKVX. Synergy scores: CSS=3.83, Synergy_ZIP=-3.23, Synergy_Bliss=-1.77, Synergy_Loewe=0.209, Synergy_HSA=0.216.